Predict the reactants needed to synthesize the given product. From a dataset of Full USPTO retrosynthesis dataset with 1.9M reactions from patents (1976-2016). (1) Given the product [CH2:28]([C:3]([F:30])([CH2:1][CH3:2])[CH2:4][N:5]1[CH2:10][CH2:9][CH:8]([CH2:11][O:12][C:13]2[N:14]=[CH:15][C:16]([C:19]3[CH:27]=[CH:26][C:22]([C:23]([N:31]4[CH2:38][CH2:37][CH2:36][C@H:32]4[C:33]([NH2:35])=[O:34])=[O:25])=[CH:21][CH:20]=3)=[N:17][CH:18]=2)[CH2:7][CH2:6]1)[CH3:29], predict the reactants needed to synthesize it. The reactants are: [CH2:1]([C:3]([F:30])([CH2:28][CH3:29])[CH2:4][N:5]1[CH2:10][CH2:9][CH:8]([CH2:11][O:12][C:13]2[N:14]=[CH:15][C:16]([C:19]3[CH:27]=[CH:26][C:22]([C:23]([OH:25])=O)=[CH:21][CH:20]=3)=[N:17][CH:18]=2)[CH2:7][CH2:6]1)[CH3:2].[NH:31]1[CH2:38][CH2:37][CH2:36][C@H:32]1[C:33]([NH2:35])=[O:34].C1C=CC2N(O)N=NC=2C=1.C(Cl)CCl.CCN(C(C)C)C(C)C. (2) Given the product [O:3]1[CH2:4][CH2:5][CH:6]([N:9]2[CH2:14][CH2:13][CH:12]([NH2:15])[CH2:11][CH2:10]2)[CH2:7][CH2:8]1, predict the reactants needed to synthesize it. The reactants are: Cl.Cl.[O:3]1[CH2:8][CH2:7][CH:6]([N:9]2[CH2:14][CH2:13][CH:12]([NH2:15])[CH2:11][CH2:10]2)[CH2:5][CH2:4]1.C([O-])([O-])=O.[K+].[K+]. (3) Given the product [C:1]([O:5][C:6]([N:8]1[CH2:9][CH:10]([O:12][C:13]2[CH:18]=[C:17]([Cl:19])[CH:16]=[CH:15][C:14]=2[O:20][CH2:31][C:29]2[O:28][C:27]([C:33]([F:35])([F:34])[F:36])=[C:26]([C:24]([OH:25])=[O:23])[CH:30]=2)[CH2:11]1)=[O:7])([CH3:4])([CH3:2])[CH3:3], predict the reactants needed to synthesize it. The reactants are: [C:1]([O:5][C:6]([N:8]1[CH2:11][CH:10]([O:12][C:13]2[CH:18]=[C:17]([Cl:19])[CH:16]=[CH:15][C:14]=2[OH:20])[CH2:9]1)=[O:7])([CH3:4])([CH3:3])[CH3:2].C([O:23][C:24]([C:26]1[CH:30]=[C:29]([CH2:31]Br)[O:28][C:27]=1[C:33]([F:36])([F:35])[F:34])=[O:25])C.C([O-])([O-])=O.[Cs+].[Cs+].[OH-].[Na+]. (4) Given the product [N:57]1[CH:62]=[CH:61][CH:60]=[C:59]([C:26]2[N:34]3[C:29]([CH:30]=[N:31][C:32]([NH2:35])=[N:33]3)=[CH:28][CH:27]=2)[CH:58]=1, predict the reactants needed to synthesize it. The reactants are: C1(P(C2C=CC=CC=2)C2C=CC=CC=2)C=CC=CC=1.O1CCCC1.Br[C:26]1[N:34]2[C:29]([CH:30]=[N:31][C:32]([NH:35]C3C=CC(N4CCC(N5CCN(C)CC5)CC4)=CC=3OC)=[N:33]2)=[CH:28][CH:27]=1.[N:57]1[CH:62]=[CH:61][CH:60]=[C:59](B(O)O)[CH:58]=1.C(=O)([O-])[O-].[Na+].[Na+].O.C(O)C. (5) Given the product [CH3:33][S:34]([O:31][CH2:30][C:27]1[CH:26]=[N:25][C:24]([C:22]2[S:23][C:16]3[C:17](=[N:18][CH:19]=[CH:20][C:15]=3[O:14][C:11]3[CH:12]=[CH:13][C:8]([NH:7][C:5]([NH:4][CH:1]4[CH2:2][CH2:3]4)=[O:6])=[CH:9][C:10]=3[F:32])[CH:21]=2)=[CH:29][CH:28]=1)(=[O:36])=[O:35], predict the reactants needed to synthesize it. The reactants are: [CH:1]1([NH:4][C:5]([NH:7][C:8]2[CH:13]=[CH:12][C:11]([O:14][C:15]3[CH:20]=[CH:19][N:18]=[C:17]4[CH:21]=[C:22]([C:24]5[CH:29]=[CH:28][C:27]([CH2:30][OH:31])=[CH:26][N:25]=5)[S:23][C:16]=34)=[C:10]([F:32])[CH:9]=2)=[O:6])[CH2:3][CH2:2]1.[CH3:33][S:34](Cl)(=[O:36])=[O:35].O. (6) Given the product [F:1][C:2]1[CH:7]=[CH:6][C:5]2[N:4]([C:12]([SH:13])=[N:9][N:8]=2)[C:3]=1[CH3:10], predict the reactants needed to synthesize it. The reactants are: [F:1][C:2]1[C:3]([CH3:10])=[N:4][C:5]([NH:8][NH2:9])=[CH:6][CH:7]=1.N(C1C=CC=CC=1)=[C:12]=[S:13].BrC1C=CC2N(C(S)=NN=2)C=1. (7) Given the product [C:8]([O:7][C@@H:6]1[C@@H:11]([O:12][C:13](=[O:15])[CH3:14])[C@H:16]([O:17][C:18](=[O:20])[CH3:19])[C@@H:21]([CH2:23][O:24][C:25](=[O:27])[CH3:26])[O:22][CH:5]1[O:4][C:3]1[CH:33]=[CH:34][C:35]([CH:36]=[O:37])=[CH:38][CH:2]=1)(=[O:10])[CH3:9], predict the reactants needed to synthesize it. The reactants are: Cl[C:2](Cl)(Cl)[C:3](=N)[O:4][C@H:5]1[O:22][C@H:21]([CH2:23][O:24][C:25](=[O:27])[CH3:26])[C@H:16]([O:17][C:18](=[O:20])[CH3:19])[C@H:11]([O:12][C:13](=[O:15])[CH3:14])[C@H:6]1[O:7][C:8](=[O:10])[CH3:9].OC1C=[CH:38][C:35]([CH:36]=[O:37])=[CH:34][CH:33]=1.B(F)(F)F.CCOCC.C([O-])(O)=O.[Na+].